This data is from Peptide-MHC class II binding affinity with 134,281 pairs from IEDB. The task is: Regression. Given a peptide amino acid sequence and an MHC pseudo amino acid sequence, predict their binding affinity value. This is MHC class II binding data. The peptide sequence is RSVQRNTVFKAGDLG. The MHC is DRB1_0401 with pseudo-sequence DRB1_0401. The binding affinity (normalized) is 0.334.